Dataset: CYP2C19 inhibition data for predicting drug metabolism from PubChem BioAssay. Task: Regression/Classification. Given a drug SMILES string, predict its absorption, distribution, metabolism, or excretion properties. Task type varies by dataset: regression for continuous measurements (e.g., permeability, clearance, half-life) or binary classification for categorical outcomes (e.g., BBB penetration, CYP inhibition). Dataset: cyp2c19_veith. The result is 0 (non-inhibitor). The molecule is COc1ccc2c(c1)C(=O)N(CCc1ccc(S(=O)(=O)NC(=O)NC3CCCCC3)cc1)C(=O)C2(C)C.